Dataset: Full USPTO retrosynthesis dataset with 1.9M reactions from patents (1976-2016). Task: Predict the reactants needed to synthesize the given product. Given the product [Cl:1][C:2]1[CH:3]=[C:4]([CH:9]2[CH2:18][CH2:17][CH:16]([CH:19]([CH3:21])[CH3:20])[C:15]3[CH:14]=[C:13]([NH:22][C:23](=[O:25])[CH3:24])[CH:12]=[CH:11][C:10]2=3)[CH:5]=[CH:6][C:7]=1[Cl:8], predict the reactants needed to synthesize it. The reactants are: [Cl:1][C:2]1[CH:3]=[C:4]([CH:9]2[CH2:18][CH:17]=[C:16]([CH:19]([CH3:21])[CH3:20])[C:15]3[CH:14]=[C:13]([NH:22][C:23](=[O:25])[CH3:24])[CH:12]=[CH:11][C:10]2=3)[CH:5]=[CH:6][C:7]=1[Cl:8].